From a dataset of Full USPTO retrosynthesis dataset with 1.9M reactions from patents (1976-2016). Predict the reactants needed to synthesize the given product. Given the product [Cl:19][C:17]1[CH:16]=[CH:15][C:14]2[N:8]([CH2:7][C:6]([CH3:51])([CH3:52])[CH2:5][OH:4])[C:9](=[O:50])[C@@H:10]([CH2:30][C:31]([NH:33][C:34]3[CH:35]=[C:36]([O:47][CH2:48][CH3:49])[C:37]4[O:41][C:40]([C:42]([OH:44])=[O:43])=[CH:39][C:38]=4[CH:46]=3)=[O:32])[O:11][C@H:12]([C:20]3[CH:25]=[CH:24][CH:23]=[C:22]([O:26][CH3:27])[C:21]=3[O:28][CH3:29])[C:13]=2[CH:18]=1, predict the reactants needed to synthesize it. The reactants are: C([O:4][CH2:5][C:6]([CH3:52])([CH3:51])[CH2:7][N:8]1[C:14]2[CH:15]=[CH:16][C:17]([Cl:19])=[CH:18][C:13]=2[C@@H:12]([C:20]2[CH:25]=[CH:24][CH:23]=[C:22]([O:26][CH3:27])[C:21]=2[O:28][CH3:29])[O:11][C@H:10]([CH2:30][C:31]([NH:33][C:34]2[CH:35]=[C:36]([O:47][CH2:48][CH3:49])[C:37]3[O:41][C:40]([C:42]([O:44]C)=[O:43])=[CH:39][C:38]=3[CH:46]=2)=[O:32])[C:9]1=[O:50])(=O)C.[OH-].[Na+].Cl.